Dataset: Rat liver microsome stability data. Task: Regression/Classification. Given a drug SMILES string, predict its absorption, distribution, metabolism, or excretion properties. Task type varies by dataset: regression for continuous measurements (e.g., permeability, clearance, half-life) or binary classification for categorical outcomes (e.g., BBB penetration, CYP inhibition). Dataset: rlm. (1) The drug is NC1CCC(Nc2nc(Nc3ccc(C(=O)N4CCCCC4)cc3)c3ncn(-c4cccc(F)c4)c3n2)CC1. The result is 1 (stable in rat liver microsomes). (2) The drug is O=C1CN(Cc2ccc(-c3ccc(F)c(CN4CCCCC4)n3)cc2)C(=O)N1CC1CC1. The result is 1 (stable in rat liver microsomes). (3) The drug is O=C(NCCC(c1ccc(F)cc1)c1ccc(F)cc1)c1cccnc1. The result is 1 (stable in rat liver microsomes).